Predict the product of the given reaction. From a dataset of Forward reaction prediction with 1.9M reactions from USPTO patents (1976-2016). (1) Given the reactants [O:1]=[C:2]1[NH:7][C@H:6]([C:8]([O:10][CH3:11])=[O:9])[CH2:5][CH2:4][CH2:3]1.[CH3:12][C:13]([O:16][C:17](O[C:17]([O:16][C:13]([CH3:15])([CH3:14])[CH3:12])=[O:18])=[O:18])([CH3:15])[CH3:14], predict the reaction product. The product is: [O:1]=[C:2]1[N:7]([C:17]([O:16][C:13]([CH3:15])([CH3:14])[CH3:12])=[O:18])[C@H:6]([C:8]([O:10][CH3:11])=[O:9])[CH2:5][CH2:4][CH2:3]1. (2) The product is: [OH:1][CH:2]1[C:11]2[C:6](=[CH:7][CH:8]=[CH:9][CH:10]=2)[O:5][C@@H:4]([CH2:12][NH:13][C:14](=[O:16])[CH3:15])[CH2:3]1. Given the reactants [O:1]=[C:2]1[C:11]2[C:6](=[CH:7][CH:8]=[CH:9][CH:10]=2)[O:5][CH:4]([CH2:12][NH:13][C:14](=[O:16])[CH3:15])[CH2:3]1.[H][H], predict the reaction product.